This data is from Full USPTO retrosynthesis dataset with 1.9M reactions from patents (1976-2016). The task is: Predict the reactants needed to synthesize the given product. (1) Given the product [Cl:1][CH2:2][C:3]1[CH:11]=[CH:10][CH:9]=[C:8]2[C:4]=1[CH:5]=[N:6][N:7]2[C:17]([O:16][C:13]([CH3:15])([CH3:14])[CH3:12])=[O:18], predict the reactants needed to synthesize it. The reactants are: [Cl:1][CH2:2][C:3]1[CH:11]=[CH:10][CH:9]=[C:8]2[C:4]=1[CH:5]=[N:6][NH:7]2.[CH3:12][C:13]([O:16][C:17](O[C:17]([O:16][C:13]([CH3:15])([CH3:14])[CH3:12])=[O:18])=[O:18])([CH3:15])[CH3:14]. (2) Given the product [CH3:7][C:5]1[S:4][C:3]([C:8]2[CH:9]=[CH:10][N:18]=[C:16]([NH:15][C:19]3[CH:20]=[C:21]([CH:32]=[CH:33][CH:34]=3)[CH2:22][NH:23][C:24]([C:26]3[CH:31]=[CH:30][CH:29]=[CH:28][N:27]=3)=[O:25])[N:17]=2)=[C:2]([CH3:1])[N:6]=1, predict the reactants needed to synthesize it. The reactants are: [CH3:1][C:2]1[N:6]=[C:5]([CH3:7])[S:4][C:3]=1/[CH:8]=[CH:9]/[C:10](N(C)C)=O.[NH:15]([C:19]1[CH:20]=[C:21]([CH:32]=[CH:33][CH:34]=1)[CH2:22][NH:23][C:24]([C:26]1[CH:31]=[CH:30][CH:29]=[CH:28][N:27]=1)=[O:25])[C:16]([NH2:18])=[NH:17].